From a dataset of Catalyst prediction with 721,799 reactions and 888 catalyst types from USPTO. Predict which catalyst facilitates the given reaction. Reactant: [Br:1][C:2]1[CH:3]=[C:4]([F:11])[C:5]([CH2:9][OH:10])=[C:6]([OH:8])[CH:7]=1.[Br:12][CH2:13][CH:14](OC)OC.OS(O)(=O)=O. Product: [Br:1][C:2]1[CH:3]=[C:4]([F:11])[C:5]2[CH2:9][O:10][CH:14]([CH2:13][Br:12])[O:8][C:6]=2[CH:7]=1. The catalyst class is: 1.